Dataset: Forward reaction prediction with 1.9M reactions from USPTO patents (1976-2016). Task: Predict the product of the given reaction. (1) Given the reactants [CH2:1]([O:8][CH2:9][C@@H:10]1[C@H:14]([C:15]2[CH:20]=[CH:19][CH:18]=[C:17]([F:21])[CH:16]=2)[CH2:13][C:12](=C)[CH2:11]1)[C:2]1[CH:7]=[CH:6][CH:5]=[CH:4][CH:3]=1.C[OH:24], predict the reaction product. The product is: [CH2:1]([O:8][CH2:9][C@@H:10]1[C@@H:14]([C:15]2[CH:20]=[CH:19][CH:18]=[C:17]([F:21])[CH:16]=2)[CH2:13][C:12](=[O:24])[CH2:11]1)[C:2]1[CH:7]=[CH:6][CH:5]=[CH:4][CH:3]=1. (2) The product is: [N:54]([CH:6]([C:8]1[CH:13]=[C:12]([N:14]([CH2:23][O:24][CH2:25][CH2:26][Si:27]([CH3:29])([CH3:28])[CH3:30])[CH2:15][O:16][CH2:17][CH2:18][Si:19]([CH3:20])([CH3:21])[CH3:22])[N:11]2[N:31]=[CH:32][C:33]([C:34]3[CH:35]=[N:36][C:37]4[C:42]([CH:43]=3)=[CH:41][C:40]([F:44])=[CH:39][CH:38]=4)=[C:10]2[N:9]=1)[CH3:7])=[N+:55]=[N-:56]. Given the reactants CS(O[CH:6]([C:8]1[CH:13]=[C:12]([N:14]([CH2:23][O:24][CH2:25][CH2:26][Si:27]([CH3:30])([CH3:29])[CH3:28])[CH2:15][O:16][CH2:17][CH2:18][Si:19]([CH3:22])([CH3:21])[CH3:20])[N:11]2[N:31]=[CH:32][C:33]([C:34]3[CH:35]=[N:36][C:37]4[C:42]([CH:43]=3)=[CH:41][C:40]([F:44])=[CH:39][CH:38]=4)=[C:10]2[N:9]=1)[CH3:7])(=O)=O.C(N(CC)C(C)C)(C)C.[N-:54]=[N+:55]=[N-:56].[Na+], predict the reaction product. (3) Given the reactants [OH:1][C:2]1[CH:3]=[C:4](B(O)O)[CH:5]=[CH:6][CH:7]=1.Br[CH:12]=[C:13]1[C:19]2[CH:20]=[CH:21][C:22]([Cl:24])=[CH:23][C:18]=2[CH2:17][CH2:16][C:15]2[CH:25]=[CH:26][CH:27]=[CH:28][C:14]1=2, predict the reaction product. The product is: [Cl:24][C:22]1[CH:21]=[CH:20][C:19]2[C:13](=[CH:12][C:4]3[CH:3]=[C:2]([OH:1])[CH:7]=[CH:6][CH:5]=3)[C:14]3[CH:28]=[CH:27][CH:26]=[CH:25][C:15]=3[CH2:16][CH2:17][C:18]=2[CH:23]=1. (4) Given the reactants F[C:2]1[CH:10]=[C:9]([F:11])[CH:8]=[C:7]([F:12])[C:3]=1[C:4]([OH:6])=[O:5].[F:13][C:14]1[CH:20]=[C:19]([I:21])[CH:18]=[CH:17][C:15]=1[NH2:16].[NH2-].[Li+].Cl, predict the reaction product. The product is: [F:12][C:7]1[CH:8]=[C:9]([F:11])[CH:10]=[C:2]([NH:16][C:15]2[CH:17]=[CH:18][C:19]([I:21])=[CH:20][C:14]=2[F:13])[C:3]=1[C:4]([OH:6])=[O:5]. (5) Given the reactants FC(F)(F)C(O)=O.[C:8]([NH:16][C:17]1[S:18][CH2:19][C@@H:20]2[CH2:26][C@H:25]([C:27]([NH:29][NH:30]C(OC(C)(C)C)=O)=[O:28])[O:24][CH2:23][C@:21]2([C:38]2[CH:43]=[CH:42][C:41]([F:44])=[CH:40][C:39]=2[F:45])[N:22]=1)(=[O:15])[C:9]1[CH:14]=[CH:13][CH:12]=[CH:11][CH:10]=1, predict the reaction product. The product is: [F:45][C:39]1[CH:40]=[C:41]([F:44])[CH:42]=[CH:43][C:38]=1[C@:21]12[CH2:23][O:24][C@@H:25]([C:27]([NH:29][NH2:30])=[O:28])[CH2:26][C@H:20]1[CH2:19][S:18][C:17]([NH:16][C:8](=[O:15])[C:9]1[CH:10]=[CH:11][CH:12]=[CH:13][CH:14]=1)=[N:22]2. (6) Given the reactants [NH:1]([C:3]1[CH:12]=[CH:11][C:6]([C:7]([O:9][CH3:10])=[O:8])=[CH:5][N:4]=1)[NH2:2].[C:13]([C:17]1[CH:18]=[CH:19][CH:20]=[C:21]2[C:26]=1[N:25]=[C:24]([CH:27]=O)[CH:23]=[CH:22]2)([CH3:16])([CH3:15])[CH3:14], predict the reaction product. The product is: [C:13]([C:17]1[CH:18]=[CH:19][CH:20]=[C:21]2[C:26]=1[N:25]=[C:24](/[CH:27]=[N:2]/[NH:1][C:3]1[CH:12]=[CH:11][C:6]([C:7]([O:9][CH3:10])=[O:8])=[CH:5][N:4]=1)[CH:23]=[CH:22]2)([CH3:16])([CH3:15])[CH3:14]. (7) Given the reactants [N+:1]([C:4]1[CH:12]=[C:11]2[C:7]([CH2:8][O:9][C:10]2=[O:13])=[CH:6][CH:5]=1)([O-])=O.C(OCC)(=O)C.C(O)(=O)C.C(=O)(O)[O-].[Na+], predict the reaction product. The product is: [NH2:1][C:4]1[CH:12]=[C:11]2[C:7]([CH2:8][O:9][C:10]2=[O:13])=[CH:6][CH:5]=1.